Dataset: Forward reaction prediction with 1.9M reactions from USPTO patents (1976-2016). Task: Predict the product of the given reaction. Given the reactants [Cl:1][C:2]1[CH:3]=[C:4]([C@@:9]2([CH2:15][CH2:16][OH:17])[O:14][CH2:13][CH2:12][NH:11][CH2:10]2)[CH:5]=[CH:6][C:7]=1[Cl:8].C(N(CC)CC)C.[F:25][C:26]([F:41])([F:40])[C:27]1[CH:28]=[C:29]([CH:33]=[C:34]([C:36]([F:39])([F:38])[F:37])[CH:35]=1)[C:30](Cl)=[O:31].O, predict the reaction product. The product is: [Cl:1][C:2]1[CH:3]=[C:4]([C@@:9]2([CH2:15][CH2:16][OH:17])[O:14][CH2:13][CH2:12][N:11]([C:30](=[O:31])[C:29]3[CH:33]=[C:34]([C:36]([F:37])([F:38])[F:39])[CH:35]=[C:27]([C:26]([F:25])([F:40])[F:41])[CH:28]=3)[CH2:10]2)[CH:5]=[CH:6][C:7]=1[Cl:8].